Dataset: Reaction yield outcomes from USPTO patents with 853,638 reactions. Task: Predict the reaction yield, written as a fraction of the theoretical maximum amount of product (1.0 means a 100% yield; for example, 0.34 means a 34% yield). (1) No catalyst specified. The yield is 0.760. The reactants are [Br:1][C:2]1[CH:3]=[CH:4][C:5](Cl)=[N:6][CH:7]=1.[NH:9]1[CH2:14][CH2:13][NH:12][CH2:11][CH2:10]1. The product is [Br:1][C:2]1[CH:3]=[CH:4][C:5]([N:9]2[CH2:14][CH2:13][NH:12][CH2:11][CH2:10]2)=[N:6][CH:7]=1. (2) The reactants are [Br:1][C:2]1[CH:16]=[CH:15][C:14](I)=[CH:13][C:3]=1[CH2:4][O:5][Si:6]([C:9]([CH3:12])([CH3:11])[CH3:10])([CH3:8])[CH3:7].C([Mg]Cl)(C)C.[Cl-].[Li+].[Cl:25][CH2:26][C:27](N(OC)C)=[O:28]. The catalyst is O1CCCC1.C(OCC)(=O)C. The product is [Br:1][C:2]1[CH:16]=[CH:15][C:14]([C:27](=[O:28])[CH2:26][Cl:25])=[CH:13][C:3]=1[CH2:4][O:5][Si:6]([C:9]([CH3:12])([CH3:11])[CH3:10])([CH3:8])[CH3:7]. The yield is 0.670. (3) The reactants are CS[C:3]1[O:4][C:5]2[CH:11]=[CH:10][C:9]([N+:12]([O-:14])=[O:13])=[CH:8][C:6]=2[N:7]=1.[C:15]([O:19][C:20]([N:22]1[CH2:27][CH2:26][CH:25]([NH2:28])[CH2:24][CH2:23]1)=[O:21])([CH3:18])([CH3:17])[CH3:16]. The catalyst is CC(N(C)C)=O. The product is [C:15]([O:19][C:20]([N:22]1[CH2:27][CH2:26][CH:25]([NH:28][C:3]2[O:4][C:5]3[CH:11]=[CH:10][C:9]([N+:12]([O-:14])=[O:13])=[CH:8][C:6]=3[N:7]=2)[CH2:24][CH2:23]1)=[O:21])([CH3:18])([CH3:16])[CH3:17]. The yield is 0.240. (4) The reactants are [C:1](Cl)(=[O:10])[O:2][CH2:3][C:4]1[CH:9]=[CH:8][CH:7]=[CH:6][CH:5]=1.[NH:12]1[CH2:17][CH2:16][CH2:15][CH:14]([C:18]([O:20][CH2:21][CH3:22])=[O:19])[CH2:13]1.C([O-])([O-])=O.[K+].[K+].C1COCC1. The catalyst is CCOCC.O. The product is [N:12]1([C:1]([O:2][CH2:3][C:4]2[CH:9]=[CH:8][CH:7]=[CH:6][CH:5]=2)=[O:10])[CH2:17][CH2:16][CH2:15][CH:14]([C:18]([O:20][CH2:21][CH3:22])=[O:19])[CH2:13]1. The yield is 0.860. (5) The reactants are [Br:1][C:2]1[NH:6][C:5]([C@@H:7]2[CH2:11][CH2:10][CH2:9][N:8]2[C:12]([O:14]C(C)(C)C)=O)=[N:4][CH:3]=1.Cl.[CH3:20][O:21][C@H:22]([CH3:32])[C@H:23]([NH:27][C:28]([O:30][CH3:31])=[O:29])C(O)=O.CN(C(ON1N=NC2C=CC=NC1=2)=[N+](C)C)C.F[P-](F)(F)(F)(F)F.CCN(C(C)C)C(C)C.[Li+].[OH-]. The catalyst is C(Cl)Cl.CO.CN(C=O)C. The product is [Br:1][C:2]1[NH:6][C:5]([C@@H:7]2[CH2:11][CH2:10][CH2:9][N:8]2[C:12](=[O:14])[C@@H:23]([NH:27][C:28](=[O:29])[O:30][CH3:31])[C@H:22]([O:21][CH3:20])[CH3:32])=[N:4][CH:3]=1. The yield is 1.00. (6) The reactants are [Br:1][CH2:2][CH2:3][CH2:4][CH2:5][CH:6]([CH3:8])[CH3:7].[C:9]1([P:15]([C:22]2[CH:27]=[CH:26][CH:25]=[CH:24][CH:23]=2)[C:16]2[CH:21]=[CH:20][CH:19]=[CH:18][CH:17]=2)[CH:14]=[CH:13][CH:12]=[CH:11][CH:10]=1. The catalyst is C1(C)C=CC=CC=1. The product is [Br-:1].[CH3:7][CH:6]([CH3:8])[CH2:5][CH2:4][CH2:3][CH2:2][P+:15]([C:16]1[CH:17]=[CH:18][CH:19]=[CH:20][CH:21]=1)([C:22]1[CH:27]=[CH:26][CH:25]=[CH:24][CH:23]=1)[C:9]1[CH:10]=[CH:11][CH:12]=[CH:13][CH:14]=1. The yield is 0.810.